This data is from Full USPTO retrosynthesis dataset with 1.9M reactions from patents (1976-2016). The task is: Predict the reactants needed to synthesize the given product. (1) Given the product [CH:21]1([N:13]2[CH2:12][CH2:11][CH:10]([C:7]3[CH:8]=[CH:9][C:4]([N+:1]([O-:3])=[O:2])=[CH:5][CH:6]=3)[CH2:15][CH2:14]2)[CH2:20][CH2:17]1, predict the reactants needed to synthesize it. The reactants are: [N+:1]([C:4]1[CH:9]=[CH:8][C:7]([CH:10]2[CH2:15][CH2:14][NH:13][CH2:12][CH2:11]2)=[CH:6][CH:5]=1)([O-:3])=[O:2].[BH3-][C:17]#N.[Na+].[CH3:20][C:21](O)=O. (2) The reactants are: [C:1]([O:5][C:6]([N:8]1[C:16]2[C:11](=[CH:12][CH:13]=[CH:14][CH:15]=2)[C:10](/[CH:17]=[CH:18]/[C:19]([OH:21])=O)=[CH:9]1)=[O:7])([CH3:4])([CH3:3])[CH3:2].[Br:22][C:23]1[CH:24]=[C:25]([CH:33]=[CH:34][CH:35]=1)[C:26]([NH:28][NH:29][CH:30]([CH3:32])[CH3:31])=[O:27].CN(C(ON1N=NC2C=CC=NC1=2)=[N+](C)C)C.F[P-](F)(F)(F)(F)F.C(N(CC)C(C)C)(C)C. Given the product [Br:22][C:23]1[CH:24]=[C:25]([CH:33]=[CH:34][CH:35]=1)[C:26]([NH:28][N:29]([C:19](=[O:21])/[CH:18]=[CH:17]/[C:10]1[C:11]2[C:16](=[CH:15][CH:14]=[CH:13][CH:12]=2)[N:8]([C:6]([O:5][C:1]([CH3:2])([CH3:3])[CH3:4])=[O:7])[CH:9]=1)[CH:30]([CH3:32])[CH3:31])=[O:27], predict the reactants needed to synthesize it. (3) Given the product [ClH:37].[NH2:23][CH2:22][C:21]1[CH:20]=[C:19]([CH:16]2[CH2:17][CH2:18][N:13]([C:11]([C:10]3[CH:34]=[CH:35][CH:36]=[C:8]([N:4]4[CH2:5][CH:6]([OH:7])[CH:2]([OH:1])[CH2:3]4)[CH:9]=3)=[O:12])[CH2:14][CH2:15]2)[CH:33]=[CH:32][CH:31]=1, predict the reactants needed to synthesize it. The reactants are: [OH:1][CH:2]1[CH:6]([OH:7])[CH2:5][N:4]([C:8]2[CH:9]=[C:10]([CH:34]=[CH:35][CH:36]=2)[C:11]([N:13]2[CH2:18][CH2:17][CH:16]([C:19]3[CH:20]=[C:21]([CH:31]=[CH:32][CH:33]=3)[CH2:22][NH:23]C(=O)OCCCC)[CH2:15][CH2:14]2)=[O:12])[CH2:3]1.[ClH:37]. (4) Given the product [O:53]=[C:44]1[C:45]2[C:50](=[CH:49][CH:48]=[CH:47][CH:46]=2)[C:51](=[O:52])[N:43]1/[CH:41]=[CH:42]/[C:2]1[CH:3]=[C:4]([CH:16]=[CH:17][CH:18]=1)[O:5][C:6]1[CH:11]=[CH:10][N:9]=[C:8]([C:12]([NH:14][CH3:15])=[O:13])[CH:7]=1, predict the reactants needed to synthesize it. The reactants are: I[C:2]1[CH:3]=[C:4]([CH:16]=[CH:17][CH:18]=1)[O:5][C:6]1[CH:11]=[CH:10][N:9]=[C:8]([C:12]([NH:14][CH3:15])=[O:13])[CH:7]=1.C1(C)C=CC=CC=1P(C1C=CC=CC=1C)C1C=CC=CC=1C.[CH:41]([N:43]1[C:51](=[O:52])[C:50]2[C:45](=[CH:46][CH:47]=[CH:48][CH:49]=2)[C:44]1=[O:53])=[CH2:42].CCN(C(C)C)C(C)C.